This data is from Catalyst prediction with 721,799 reactions and 888 catalyst types from USPTO. The task is: Predict which catalyst facilitates the given reaction. (1) Reactant: [CH2:1]([O:3][C:4]1[CH:5]=[C:6]([CH:9]=[CH:10][C:11]=1[O:12][CH:13]([CH3:15])[CH3:14])[CH:7]=O)[CH3:2].C[Si]([C:20]#[N:21])(C)C.[NH3:22]. Product: [NH2:22][CH:7]([C:6]1[CH:9]=[CH:10][C:11]([O:12][CH:13]([CH3:15])[CH3:14])=[C:4]([O:3][CH2:1][CH3:2])[CH:5]=1)[C:20]#[N:21]. The catalyst class is: 5. (2) Reactant: [NH2:1][C:2]1[CH:3]=[C:4]([CH:9]=[CH:10][C:11]=1[NH2:12])[C:5]([O:7][CH3:8])=[O:6].Br[C:14]#[N:15]. Product: [CH3:8][O:7][C:5]([C:4]1[CH:9]=[CH:10][C:11]2[NH:12][C:14]([NH2:15])=[N:1][C:2]=2[CH:3]=1)=[O:6]. The catalyst class is: 40. (3) Reactant: I[CH2:2][CH2:3][CH3:4].[OH:5][C:6]1[C:7]([O:14][CH2:15][CH2:16][O:17][CH3:18])=[C:8]([CH:11]=[CH:12][CH:13]=1)[CH:9]=[O:10].C(=O)([O-])[O-].[K+].[K+]. Product: [CH3:18][O:17][CH2:16][CH2:15][O:14][C:7]1[C:6]([O:5][CH2:2][CH2:3][CH3:4])=[CH:13][CH:12]=[CH:11][C:8]=1[CH:9]=[O:10]. The catalyst class is: 3. (4) Reactant: [C:1]([C:4]1[CH:9]=[CH:8][C:7]([C:10]2[C:11]3[C:12]4[CH:24]=[CH:23][S:22][C:13]=4[C:14](=[O:21])[NH:15][C:16]=3[CH:17]=[CH:18][C:19]=2[OH:20])=[CH:6][CH:5]=1)(=[O:3])[CH3:2].[BH4-].[Na+].[H-].[Al+3].[Li+].[H-].[H-].[H-]. Product: [OH:20][C:19]1[CH:18]=[CH:17][C:16]2[NH:15][C:14](=[O:21])[C:13]3[S:22][CH:23]=[CH:24][C:12]=3[C:11]=2[C:10]=1[C:7]1[CH:8]=[CH:9][C:4]([CH:1]([OH:3])[CH3:2])=[CH:5][CH:6]=1. The catalyst class is: 8. (5) Reactant: [CH3:1][O:2][C:3](=[O:45])[C@@H:4]([NH:25]C(C1C=CC=CC=1)(C1C=CC=CC=1)C1C=CC=CC=1)[C@H:5]([NH:7][C:8]([O:10][CH2:11][CH:12]1[C:24]2[C:19](=[CH:20][CH:21]=[CH:22][CH:23]=2)[C:18]2[C:13]1=[CH:14][CH:15]=[CH:16][CH:17]=2)=[O:9])[CH3:6].Cl.CCOCC.CCOCC. Product: [CH3:1][O:2][C:3](=[O:45])[C@@H:4]([NH2:25])[C@H:5]([NH:7][C:8]([O:10][CH2:11][CH:12]1[C:13]2[C:18](=[CH:17][CH:16]=[CH:15][CH:14]=2)[C:19]2[C:24]1=[CH:23][CH:22]=[CH:21][CH:20]=2)=[O:9])[CH3:6]. The catalyst class is: 1. (6) Reactant: Cl[CH2:2][C:3]1[N:8]=[C:7]([NH:9][C:10](=[O:16])[O:11][C:12]([CH3:15])([CH3:14])[CH3:13])[CH:6]=[CH:5][CH:4]=1.Cl.[F:18][C:19]1([F:25])[CH2:24][CH2:23][NH:22][CH2:21][CH2:20]1.C([O-])([O-])=O.[K+].[K+].[I-].[K+]. Product: [F:18][C:19]1([F:25])[CH2:24][CH2:23][N:22]([CH2:2][C:3]2[N:8]=[C:7]([NH:9][C:10](=[O:16])[O:11][C:12]([CH3:15])([CH3:14])[CH3:13])[CH:6]=[CH:5][CH:4]=2)[CH2:21][CH2:20]1. The catalyst class is: 18. (7) Reactant: [Li+].[OH-].[Cl:3][C:4]1[CH:8]=[CH:7][NH:6][C:5]=1[C:9]([O:11]C)=[O:10].C1COCC1.Cl. Product: [Cl:3][C:4]1[CH:8]=[CH:7][NH:6][C:5]=1[C:9]([OH:11])=[O:10]. The catalyst class is: 5. (8) Reactant: Br[CH:2]([CH2:6][CH2:7][CH2:8][CH3:9])[C:3]([OH:5])=[O:4].[Cl:10][C:11]1[CH:16]=[C:15]([Cl:17])[CH:14]=[CH:13][C:12]=1[OH:18].[NH2:19][C:20]1[S:21][CH:22]=[CH:23][N:24]=1. Product: [Cl:10][C:11]1[CH:16]=[C:15]([Cl:17])[CH:14]=[CH:13][C:12]=1[O:18][CH:2]([CH2:6][CH2:7][CH2:8][CH3:9])[C:3]([OH:5])=[O:4].[Cl:10][C:11]1[CH:16]=[C:15]([Cl:17])[CH:14]=[CH:13][C:12]=1[O:18][CH:2]([CH2:6][CH2:7][CH2:8][CH3:9])[C:3]([NH:19][C:20]1[S:21][CH:22]=[CH:23][N:24]=1)=[O:4]. The catalyst class is: 1.